Task: Predict which catalyst facilitates the given reaction.. Dataset: Catalyst prediction with 721,799 reactions and 888 catalyst types from USPTO (1) The catalyst class is: 27. Product: [CH2:20]([Sn:15]([CH2:11][CH2:12][CH2:13][CH3:14])([CH2:16][CH2:17][CH2:18][CH3:19])[C:10]#[C:9][O:8][CH2:6][CH3:7])[CH2:21][CH2:22][CH3:23]. Reactant: C([Li])CCC.[CH2:6]([O:8][C:9]#[CH:10])[CH3:7].[CH2:11]([Sn:15](Cl)([CH2:20][CH2:21][CH2:22][CH3:23])[CH2:16][CH2:17][CH2:18][CH3:19])[CH2:12][CH2:13][CH3:14]. (2) Reactant: [NH2:1][C:2]1[CH:3]=[CH:4][CH:5]=[C:6]2[C:11]=1[N:10]=[CH:9][CH:8]=[CH:7]2.[C:12]([C:14]1[CH:19]=[CH:18][CH:17]=[CH:16][C:15]=1[S:20](Cl)(=[O:22])=[O:21])#[N:13]. Product: [C:12]([C:14]1[CH:19]=[CH:18][CH:17]=[CH:16][C:15]=1[S:20]([NH:1][C:2]1[CH:3]=[CH:4][CH:5]=[C:6]2[C:11]=1[N:10]=[CH:9][CH:8]=[CH:7]2)(=[O:22])=[O:21])#[N:13]. The catalyst class is: 142. (3) Reactant: [CH2:1]([O:5][C:6]1[CH:11]=[C:10](Cl)[N:9]=[CH:8][N:7]=1)[C:2]#[C:3][CH3:4].C(=O)([O-])[O-].Cl.[CH3:18][C:19]1([CH3:25])[CH2:24][CH2:23][CH2:22][NH:21][CH2:20]1.[Cl-].[NH4+]. Product: [CH2:1]([O:5][C:6]1[CH:11]=[C:10]([N:21]2[CH2:22][CH2:23][CH2:24][C:19]([CH3:25])([CH3:18])[CH2:20]2)[N:9]=[CH:8][N:7]=1)[C:2]#[C:3][CH3:4]. The catalyst class is: 10. (4) Reactant: Cl.[CH3:2][NH:3][C:4]1[CH:5]=[C:6]([CH:10]=[CH:11][N:12]=1)[C:7]([OH:9])=O.C(N(CC)CC)C.CCCP(=O)=O.Cl.[CH3:27][O:28][C:29]1[CH:34]=[CH:33][C:32]([CH:35]2[CH2:41][CH2:40][CH2:39][CH2:38][NH:37][CH2:36]2)=[CH:31][CH:30]=1. Product: [CH3:27][O:28][C:29]1[CH:30]=[CH:31][C:32]([CH:35]2[CH2:41][CH2:40][CH2:39][CH2:38][N:37]([C:7]([C:6]3[CH:10]=[CH:11][N:12]=[C:4]([NH:3][CH3:2])[CH:5]=3)=[O:9])[CH2:36]2)=[CH:33][CH:34]=1. The catalyst class is: 2. (5) Reactant: [N:1]1[CH:6]=[CH:5][C:4]([CH2:7][NH:8][C:9](=[O:20])[NH:10][O:11][CH2:12][C:13]([O:15]C(C)(C)C)=[O:14])=[CH:3][CH:2]=1.Cl.O1CCOCC1. Product: [N:1]1[CH:6]=[CH:5][C:4]([CH2:7][NH:8][C:9](=[O:20])[NH:10][O:11][CH2:12][C:13]([OH:15])=[O:14])=[CH:3][CH:2]=1. The catalyst class is: 7.